This data is from Reaction yield outcomes from USPTO patents with 853,638 reactions. The task is: Predict the reaction yield, written as a fraction of the theoretical maximum amount of product (1.0 means a 100% yield; for example, 0.34 means a 34% yield). (1) The reactants are [NH2:1][C@@:2]([C:9]1[CH:14]=[C:13]([N+:15]([O-:17])=[O:16])[CH:12]=[CH:11][C:10]=1[F:18])([CH2:7][CH3:8])[CH2:3][C:4](O)=[O:5].B.[OH-].[Na+]. The catalyst is C1COCC1. The product is [NH2:1][C@@:2]([C:9]1[CH:14]=[C:13]([N+:15]([O-:17])=[O:16])[CH:12]=[CH:11][C:10]=1[F:18])([CH2:7][CH3:8])[CH2:3][CH2:4][OH:5]. The yield is 0.600. (2) The catalyst is O1CCCC1.O.O.O.O.O.O.[Ni](Cl)Cl. The product is [C:1]([Si:5]([CH3:7])([CH3:6])[O:8][CH2:9][CH2:10][O:11][C:12]1[CH:17]=[CH:16][C:15]([Cl:18])=[C:14]([NH2:19])[CH:13]=1)([CH3:4])([CH3:3])[CH3:2]. The yield is 0.890. The reactants are [C:1]([Si:5]([O:8][CH2:9][CH2:10][O:11][C:12]1[CH:17]=[CH:16][C:15]([Cl:18])=[C:14]([N+:19]([O-])=O)[CH:13]=1)([CH3:7])[CH3:6])([CH3:4])([CH3:3])[CH3:2].[BH4-].[Na+].